The task is: Binary Classification. Given a miRNA mature sequence and a target amino acid sequence, predict their likelihood of interaction.. This data is from Experimentally validated miRNA-target interactions with 360,000+ pairs, plus equal number of negative samples. (1) The miRNA is bta-miR-221 with sequence AGCUACAUUGUCUGCUGGGUUU. The protein sequence of the target gene is MAQYKGAASEAGRAMHLMKKREKQREQMEQMKQRIAEENIMKSNIDKKFSAHYDAVEAELKSSTVGLVTLNDMKAKQEALVKEREKQLAKKEQSKELQMKLEKLREKERKKEAKRKISSLSFTLEEEEEGGEEEEEAAMYEEEMEREEITTKKRKLGKNPDVDTSFLPDRDREEEENRLREELRQEWEAKQEKIKSEEIEITFSYWDGSGHRRTVKMRKGNTMQQFLQKALEILRKDFSELRSAGVEQLMYIKEDLIIPHHHSFYDFIVTKARGKSGPLFNFDVHDDVRLLSDATVEKDE.... Result: 0 (no interaction). (2) The miRNA is hsa-miR-6727-3p with sequence UCCUGCCACCUCCUCCGCAG. The protein sequence of the target gene is MSKKPPNRPGITFEIGARLEALDYLQKWYPSRIEKIDYEEGKMLVHFERWSHRYDEWIYWDSNRLRPLERPALRKEGLKDEEELFDFKAGEEVLARWTDCRYYPAKIEAINKEGTFTVQFYDGVIRCLKRMHIKAMPEDAKGQVKSQHPLSWCCPIDPAGSCNQSMGSEDWIALVKAAAAAAAKNKTGTKPRASANSNKEKERDGGKWFKLPSKKAETSTCIVTAEIEKKEELPTSSETFGLHIDTVPKIVFPQPESTLTNKRKNNQGNSFQAKRARLNKITGLLASKAVGVDGAERKED.... Result: 0 (no interaction).